Dataset: Forward reaction prediction with 1.9M reactions from USPTO patents (1976-2016). Task: Predict the product of the given reaction. (1) The product is: [Cl:1][C:2]1[N:7]=[C:6](/[CH:8]=[C:9](\[CH3:15])/[C:10]([NH:50][CH2:49][C:48]([F:52])([F:51])[F:47])=[O:12])[CH:5]=[N:4][CH:3]=1. Given the reactants [Cl:1][C:2]1[N:7]=[C:6](/[CH:8]=[C:9](\[CH3:15])/[C:10]([O:12]CC)=O)[CH:5]=[N:4][CH:3]=1.[OH-].[Na+].Cl.F[P-](F)(F)(F)(F)F.N1(O[P+](N(C)C)(N(C)C)N(C)C)C2C=CC=CC=2N=N1.Cl.[F:47][C:48]([F:52])([F:51])[CH2:49][NH2:50].CCN(C(C)C)C(C)C, predict the reaction product. (2) Given the reactants [C:1]([O:5][C:6]([N:8]1[CH2:13][C@H:12]([NH:14][CH2:15][CH2:16][CH3:17])[CH2:11][C@H:10]([C:18](=[O:41])[NH:19][CH2:20][C:21]2([CH2:35][CH2:36][CH2:37][CH2:38][O:39][CH3:40])[C:34]3[CH:33]=[CH:32][CH:31]=[CH:30][C:29]=3[O:28][C:27]3[C:22]2=[CH:23][CH:24]=[CH:25][CH:26]=3)[CH2:9]1)=[O:7])([CH3:4])([CH3:3])[CH3:2].Cl.[N:43]1[CH:48]=[CH:47][C:46]([CH2:49][C:50]([OH:52])=O)=[CH:45][CH:44]=1, predict the reaction product. The product is: [C:1]([O:5][C:6]([N:8]1[CH2:13][C@H:12]([N:14]([CH2:15][CH2:16][CH3:17])[C:50](=[O:52])[CH2:49][C:46]2[CH:45]=[CH:44][N:43]=[CH:48][CH:47]=2)[CH2:11][C@H:10]([C:18](=[O:41])[NH:19][CH2:20][C:21]2([CH2:35][CH2:36][CH2:37][CH2:38][O:39][CH3:40])[C:34]3[CH:33]=[CH:32][CH:31]=[CH:30][C:29]=3[O:28][C:27]3[C:22]2=[CH:23][CH:24]=[CH:25][CH:26]=3)[CH2:9]1)=[O:7])([CH3:3])([CH3:2])[CH3:4]. (3) Given the reactants [CH2:1]([N:8]([CH2:31][CH2:32][CH2:33][CH2:34][CH2:35][CH3:36])[C:9](=[O:30])[CH2:10][C:11]1[CH:28]=[CH:27][C:14]([O:15][CH2:16][C:17]2[CH:26]=[CH:25][CH:24]=[CH:23][C:18]=2[C:19]([O:21]C)=[O:20])=[C:13]([F:29])[CH:12]=1)[C:2]1[CH:7]=[CH:6][CH:5]=[CH:4][CH:3]=1.[OH-].[Li+].Cl, predict the reaction product. The product is: [CH2:1]([N:8]([CH2:31][CH2:32][CH2:33][CH2:34][CH2:35][CH3:36])[C:9](=[O:30])[CH2:10][C:11]1[CH:28]=[CH:27][C:14]([O:15][CH2:16][C:17]2[CH:26]=[CH:25][CH:24]=[CH:23][C:18]=2[C:19]([OH:21])=[O:20])=[C:13]([F:29])[CH:12]=1)[C:2]1[CH:7]=[CH:6][CH:5]=[CH:4][CH:3]=1. (4) Given the reactants Br[CH2:2][C:3]1[CH:12]=[CH:11][C:10]2[C:5](=[CH:6][CH:7]=[CH:8][CH:9]=2)[CH:4]=1.[NH2:13][C:14]1[CH:23]=[CH:22][C:21]2[C:20]([OH:24])=[CH:19][CH:18]=[CH:17][C:16]=2[CH:15]=1.[H-].[Na+], predict the reaction product. The product is: [NH2:13][C:14]1[CH:23]=[CH:22][C:21]2[C:16](=[CH:17][CH:18]=[CH:19][C:20]=2[O:24][CH2:2][C:3]2[CH:12]=[CH:11][C:10]3[C:5](=[CH:6][CH:7]=[CH:8][CH:9]=3)[CH:4]=2)[CH:15]=1. (5) Given the reactants [Cl:1][C:2]1[CH:7]=[C:6]([NH:8][C:9]2[C:14]([C:15]3[N:23]=[C:22]([CH3:24])[N:21]=[C:20]4[C:16]=3[N:17]=[CH:18][N:19]4C3CCCCO3)=[CH:13][CH:12]=[CH:11][N:10]=2)[CH:5]=[CH:4][C:3]=1[NH:31][C:32](=[O:34])[CH3:33].FC(F)(F)C(O)=O, predict the reaction product. The product is: [Cl:1][C:2]1[CH:7]=[C:6]([NH:8][C:9]2[C:14]([C:15]3[N:23]=[C:22]([CH3:24])[N:21]=[C:20]4[C:16]=3[N:17]=[CH:18][NH:19]4)=[CH:13][CH:12]=[CH:11][N:10]=2)[CH:5]=[CH:4][C:3]=1[NH:31][C:32](=[O:34])[CH3:33]. (6) Given the reactants [ClH:1].[N:2]1[CH:7]=[CH:6][N:5]=[CH:4][C:3]=1[O:8][CH:9]1[CH2:14][CH2:13][N:12](C(OC(C)(C)C)=O)[CH2:11][CH2:10]1, predict the reaction product. The product is: [ClH:1].[ClH:1].[NH:12]1[CH2:11][CH2:10][CH:9]([O:8][C:3]2[CH:4]=[N:5][CH:6]=[CH:7][N:2]=2)[CH2:14][CH2:13]1. (7) Given the reactants Cl[C:2]1[N:7]=[C:6]([C:8]2[S:12][C:11]([N:13]3[CH2:18][CH2:17][O:16][CH2:15][CH2:14]3)=[N:10][C:9]=2[C:19]2[C:20]([F:37])=[C:21]([NH:25][S:26]([C:29]3[CH:34]=[C:33]([F:35])[CH:32]=[CH:31][C:30]=3[F:36])(=[O:28])=[O:27])[CH:22]=[CH:23][CH:24]=2)[CH:5]=[CH:4][N:3]=1.[CH3:38][C:39]([OH:43])([CH:41]=[CH2:42])[CH3:40], predict the reaction product. The product is: [F:36][C:30]1[CH:31]=[CH:32][C:33]([F:35])=[CH:34][C:29]=1[S:26]([NH:25][C:21]1[CH:22]=[CH:23][CH:24]=[C:19]([C:9]2[N:10]=[C:11]([N:13]3[CH2:18][CH2:17][O:16][CH2:15][CH2:14]3)[S:12][C:8]=2[C:6]2[CH:5]=[CH:4][N:3]=[C:2]([CH2:42][CH2:41][C:39]([OH:43])([CH3:40])[CH3:38])[N:7]=2)[C:20]=1[F:37])(=[O:28])=[O:27].